This data is from Full USPTO retrosynthesis dataset with 1.9M reactions from patents (1976-2016). The task is: Predict the reactants needed to synthesize the given product. Given the product [Cl:19][C:18]1[CH:17]=[CH:16][CH:15]=[C:14]([Cl:20])[C:13]=1[C:8]1[C:7]2[O:22][C@@H:3]([CH2:2][OH:27])[CH2:4][O:5][C:6]=2[CH:11]=[C:10]([F:12])[CH:9]=1, predict the reactants needed to synthesize it. The reactants are: Br[CH2:2][C@@H:3]([OH:22])[CH2:4][O:5][C:6]1[CH:11]=[C:10]([F:12])[CH:9]=[C:8]([C:13]2[C:18]([Cl:19])=[CH:17][CH:16]=[CH:15][C:14]=2[Cl:20])[C:7]=1O.BrC[C@@H](OC(=O)C)C[O:27]C1C(O)=C(C2C(Cl)=CC=CC=2Cl)C=C(F)C=1.[OH-].[Na+].